This data is from Forward reaction prediction with 1.9M reactions from USPTO patents (1976-2016). The task is: Predict the product of the given reaction. (1) The product is: [Cl:1][C:2]1[C:3]([O:30][C@H:31]2[CH2:36][CH2:35][CH2:34][CH2:33][C@H:32]2[C:37]2[N:41]([CH3:42])[N:40]=[CH:39][CH:38]=2)=[CH:4][C:5]([F:29])=[C:6]([S:8]([NH:11][C:12]2[CH:17]=[CH:16][N:15]=[CH:14][N:13]=2)(=[O:10])=[O:9])[CH:7]=1. Given the reactants [Cl:1][C:2]1[C:3]([O:30][C@H:31]2[CH2:36][CH2:35][CH2:34][CH2:33][C@H:32]2[C:37]2[N:41]([CH3:42])[N:40]=[CH:39][CH:38]=2)=[CH:4][C:5]([F:29])=[C:6]([S:8]([N:11](CC2C=CC(OC)=CC=2OC)[C:12]2[CH:17]=[CH:16][N:15]=[CH:14][N:13]=2)(=[O:10])=[O:9])[CH:7]=1.C([SiH](CC)CC)C.FC(F)(F)C(O)=O, predict the reaction product. (2) Given the reactants [Br:1][C:2]1[CH:3]=[CH:4][C:5](F)=[N:6][CH:7]=1.[C:9]1([C:15]2([NH2:19])[CH2:18][CH2:17][CH2:16]2)[CH:14]=[CH:13][CH:12]=[CH:11][CH:10]=1.CN1C(=O)CCC1, predict the reaction product. The product is: [Br:1][C:2]1[CH:3]=[CH:4][C:5]([NH:19][C:15]2([C:9]3[CH:14]=[CH:13][CH:12]=[CH:11][CH:10]=3)[CH2:16][CH2:17][CH2:18]2)=[N:6][CH:7]=1. (3) Given the reactants [Cl:1][C:2]1[CH:7]=[C:6]([C:8]([F:11])([F:10])[F:9])[CH:5]=[CH:4][C:3]=1[C:12]1[CH:21]=[CH:20][CH:19]=[C:18]2[C:13]=1[CH:14]=[CH:15][C:16]([S:22](OC1C(F)=C(F)C(F)=C(F)C=1F)(=[O:24])=[O:23])=[CH:17]2.[S:37]1[CH:41]=[CH:40][N:39]=[C:38]1[NH2:42].C[Si]([N-][Si](C)(C)C)(C)C.[Li+], predict the reaction product. The product is: [Cl:1][C:2]1[CH:7]=[C:6]([C:8]([F:10])([F:11])[F:9])[CH:5]=[CH:4][C:3]=1[C:12]1[CH:21]=[CH:20][CH:19]=[C:18]2[C:13]=1[CH:14]=[CH:15][C:16]([S:22]([NH:42][C:38]1[S:37][CH:41]=[CH:40][N:39]=1)(=[O:24])=[O:23])=[CH:17]2. (4) Given the reactants C1([N:7]=[N:8][NH:9][C:10]2[CH:15]=[C:14]([O:16][CH2:17][CH2:18][CH2:19][CH3:20])[C:13]([O:21][CH3:22])=[CH:12][C:11]=2[C:23]#[N:24])C=CC=CC=1, predict the reaction product. The product is: [CH3:22][O:21][C:13]1[C:14]([O:16][CH2:17][CH2:18][CH2:19][CH3:20])=[CH:15][C:10]2[N:9]=[N:8][N:7]=[C:23]([NH:24][C:10]3[CH:15]=[CH:14][CH:13]=[CH:12][CH:11]=3)[C:11]=2[CH:12]=1. (5) Given the reactants [CH2:1]([N:3]1[CH2:8][CH2:7][N:6]([C:9]2[CH:14]=[CH:13][C:12]([NH:15][C:16]3[N:21]=[CH:20][C:19]([CH2:22][CH2:23][C:24]4[CH:25]=[C:26]([CH:31]=[C:32]([O:34][CH3:35])[CH:33]=4)[C:27]([O:29]C)=[O:28])=[CH:18][N:17]=3)=[CH:11][CH:10]=2)[CH2:5][CH2:4]1)[CH3:2].[Li+].[OH-], predict the reaction product. The product is: [CH2:1]([N:3]1[CH2:8][CH2:7][N:6]([C:9]2[CH:14]=[CH:13][C:12]([NH:15][C:16]3[N:17]=[CH:18][C:19]([CH2:22][CH2:23][C:24]4[CH:25]=[C:26]([CH:31]=[C:32]([O:34][CH3:35])[CH:33]=4)[C:27]([OH:29])=[O:28])=[CH:20][N:21]=3)=[CH:11][CH:10]=2)[CH2:5][CH2:4]1)[CH3:2]. (6) Given the reactants [CH:1]1[C:14]2[C:13]3[C:8](=[CH:9][CH:10]=[CH:11][CH:12]=3)[C:7](=[O:15])[NH:6][C:5]=2[CH:4]=[CH:3][CH:2]=1.[CH:16]1([C:20](Cl)=[O:21])[CH2:19][CH2:18][CH2:17]1, predict the reaction product. The product is: [CH:16]1([C:20]([N:6]2[C:7](=[O:15])[C:8]3[C:13](=[CH:12][CH:11]=[CH:10][CH:9]=3)[C:14]3[CH:1]=[CH:2][CH:3]=[CH:4][C:5]2=3)=[O:21])[CH2:19][CH2:18][CH2:17]1. (7) The product is: [CH2:1]([O:8][CH2:9][CH2:10][CH2:11][O:12][C:13]1[CH:14]=[CH:15][C:16]([CH:19]2[CH:20]([CH2:44][S:53][C:54]3[CH:55]=[CH:56][N:57]=[CH:58][CH:59]=3)[CH2:21][N:22]([C:37]([O:39][C:40]([CH3:41])([CH3:43])[CH3:42])=[O:38])[CH2:23][CH:24]2[O:25][CH2:26][C:27]2[CH:36]=[CH:35][C:34]3[C:29](=[CH:30][CH:31]=[CH:32][CH:33]=3)[CH:28]=2)=[CH:17][CH:18]=1)[C:2]1[CH:7]=[CH:6][CH:5]=[CH:4][CH:3]=1. Given the reactants [CH2:1]([O:8][CH2:9][CH2:10][CH2:11][O:12][C:13]1[CH:18]=[CH:17][C:16]([CH:19]2[CH:24]([O:25][CH2:26][C:27]3[CH:36]=[CH:35][C:34]4[C:29](=[CH:30][CH:31]=[CH:32][CH:33]=4)[CH:28]=3)[CH2:23][N:22]([C:37]([O:39][C:40]([CH3:43])([CH3:42])[CH3:41])=[O:38])[CH2:21][CH:20]2[CH2:44]O)=[CH:15][CH:14]=1)[C:2]1[CH:7]=[CH:6][CH:5]=[CH:4][CH:3]=1.[CH:55]1[C:54]([S:53][S:53][C:54]2[CH:59]=[CH:58][N:57]=[CH:56][CH:55]=2)=[CH:59][CH:58]=[N:57][CH:56]=1.C(P(CCCC)CCCC)CCC, predict the reaction product. (8) Given the reactants [C:1]([O:5][C:6]([N:8]1[C:17]2[C:12](=[CH:13][C:14]([C:18]3[CH:19]=[N:20][CH:21]=[C:22]([C:24]([C:27]([O:29]CC4C=CC=CC=4)=[O:28])([CH3:26])[CH3:25])[CH:23]=3)=[CH:15][N:16]=2)[CH2:11][CH2:10][CH2:9]1)=[O:7])([CH3:4])([CH3:3])[CH3:2], predict the reaction product. The product is: [C:1]([O:5][C:6]([N:8]1[C:17]2[C:12](=[CH:13][C:14]([C:18]3[CH:19]=[N:20][CH:21]=[C:22]([C:24]([C:27]([OH:29])=[O:28])([CH3:26])[CH3:25])[CH:23]=3)=[CH:15][N:16]=2)[CH2:11][CH2:10][CH2:9]1)=[O:7])([CH3:4])([CH3:2])[CH3:3].